Dataset: Full USPTO retrosynthesis dataset with 1.9M reactions from patents (1976-2016). Task: Predict the reactants needed to synthesize the given product. (1) The reactants are: [CH3:1][O:2][C:3]([C:5]1([C:8]2[CH:13]=[CH:12][C:11]([C:14]3[CH:19]=[CH:18][C:17]([C:20]4[N:21]=[CH:22][N:23]([CH3:28])[C:24]=4C(O)=O)=[CH:16][CH:15]=3)=[CH:10][CH:9]=2)[CH2:7][CH2:6]1)=[O:4].[CH3:29][C@@H:30]([OH:37])[C:31]1[CH:36]=[CH:35][CH:34]=[CH:33][CH:32]=1.C1(P(N=[N+]=[N-])(C2C=CC=CC=2)=[O:45])C=CC=CC=1.C([N:57]([CH2:60]C)CC)C. Given the product [CH3:28][N:23]1[C:24]([NH:57][C:60]([O:37][C@@H:30]([C:31]2[CH:36]=[CH:35][CH:34]=[CH:33][CH:32]=2)[CH3:29])=[O:45])=[C:20]([C:17]2[CH:16]=[CH:15][C:14]([C:11]3[CH:10]=[CH:9][C:8]([C:5]4([C:3]([O:2][CH3:1])=[O:4])[CH2:6][CH2:7]4)=[CH:13][CH:12]=3)=[CH:19][CH:18]=2)[N:21]=[CH:22]1, predict the reactants needed to synthesize it. (2) The reactants are: [OH:1][CH2:2][C:3]1[CH:4]=[C:5]2[C:9](=[CH:10][CH:11]=1)[NH:8][C:7]([C:12]1[C:13]3[S:19][C:18]([C:20]([OH:22])=O)=[CH:17][C:14]=3[NH:15][N:16]=1)=[CH:6]2.C(N=C=NCCCN(C)C)C.ON1C2C=CC=CC=2N=N1.C(N(C(C)C)CC)(C)C.[F:53][C:54]1[CH:59]=[CH:58][C:57]([N:60]2[CH2:65][CH2:64][NH:63][CH2:62][CH2:61]2)=[CH:56][CH:55]=1. Given the product [F:53][C:54]1[CH:55]=[CH:56][C:57]([N:60]2[CH2:65][CH2:64][N:63]([C:20]([C:18]3[S:19][C:13]4[C:12]([C:7]5[NH:8][C:9]6[C:5]([CH:6]=5)=[CH:4][C:3]([CH2:2][OH:1])=[CH:11][CH:10]=6)=[N:16][NH:15][C:14]=4[CH:17]=3)=[O:22])[CH2:62][CH2:61]2)=[CH:58][CH:59]=1, predict the reactants needed to synthesize it.